Predict the reactants needed to synthesize the given product. From a dataset of Full USPTO retrosynthesis dataset with 1.9M reactions from patents (1976-2016). (1) Given the product [F:44][CH:2]([F:1])[C:3]1[N:7]([C:8]2[N:13]=[C:12]([N:14]3[CH2:15][CH2:16][N:17]([S:20]([CH3:23])(=[O:21])=[O:22])[CH2:18][CH2:19]3)[N:11]=[C:10]([N:24]3[CH2:29][CH2:28][O:27][CH2:26][CH2:25]3)[N:9]=2)[C:6]2[CH:30]=[C:31]([NH2:36])[CH:32]=[C:33]([O:34][CH3:35])[C:5]=2[N:4]=1, predict the reactants needed to synthesize it. The reactants are: [F:1][CH:2]([F:44])[C:3]1[N:7]([C:8]2[N:13]=[C:12]([N:14]3[CH2:19][CH2:18][N:17]([S:20]([CH3:23])(=[O:22])=[O:21])[CH2:16][CH2:15]3)[N:11]=[C:10]([N:24]3[CH2:29][CH2:28][O:27][CH2:26][CH2:25]3)[N:9]=2)[C:6]2[CH:30]=[C:31]([NH:36]C(=O)OC(C)(C)C)[CH:32]=[C:33]([O:34][CH3:35])[C:5]=2[N:4]=1.C(O)(C(F)(F)F)=O.N. (2) Given the product [Cl:21][C:18]1[CH:17]=[CH:16][C:15]([CH2:14][CH:11]2[CH2:12][O:13][C:23](=[O:25])[NH:10]2)=[CH:20][CH:19]=1, predict the reactants needed to synthesize it. The reactants are: C(N(C(C)C)CC)(C)C.[NH2:10][CH:11]([CH2:14][C:15]1[CH:20]=[CH:19][C:18]([Cl:21])=[CH:17][CH:16]=1)[CH2:12][OH:13].Cl[C:23](Cl)([O:25]C(=O)OC(Cl)(Cl)Cl)Cl. (3) Given the product [Cl:3][C:4]1[N:9]=[C:8]([CH3:10])[N:7]=[C:6]([C:11]([C:13]2[CH:22]=[C:21]([CH3:23])[C:16]3[N:17]([CH3:25])[C:18](=[O:20])[O:19][C:15]=3[CH:14]=2)=[O:12])[CH:5]=1, predict the reactants needed to synthesize it. The reactants are: [H-].[Na+].[Cl:3][C:4]1[N:9]=[C:8]([CH3:10])[N:7]=[C:6]([C:11]([C:13]2[CH:22]=[C:21]([CH3:23])[C:16]3[NH:17][C:18](=[O:20])[O:19][C:15]=3[CH:14]=2)=[O:12])[CH:5]=1.I[CH3:25]. (4) The reactants are: [C:1]1([C:7]2[NH:11][C:10]([C@@H:12]3[CH2:16][CH2:15][CH2:14][N:13]3C(OC(C)(C)C)=O)=[N:9][CH:8]=2)[CH:6]=[CH:5][CH:4]=[CH:3][CH:2]=1. Given the product [C:1]1([C:7]2[NH:11][C:10]([C@@H:12]3[CH2:16][CH2:15][CH2:14][NH:13]3)=[N:9][CH:8]=2)[CH:2]=[CH:3][CH:4]=[CH:5][CH:6]=1, predict the reactants needed to synthesize it. (5) The reactants are: [F:1][C:2]([F:48])([F:47])[C:3]1[CH:4]=[C:5]([CH:40]=[C:41]([C:43]([F:46])([F:45])[F:44])[CH:42]=1)[CH2:6][N:7]([CH2:14][C:15]1[CH:20]=[C:19]([C:21]([F:24])([F:23])[F:22])[CH:18]=[CH:17][C:16]=1[CH:25]([OH:39])[CH:26]1[CH2:31][CH2:30][N:29]([C:32]([O:34][C:35]([CH3:38])([CH3:37])[CH3:36])=[O:33])[CH2:28][CH2:27]1)[C:8]1[N:9]=[N:10][N:11]([CH3:13])[N:12]=1.[H-].[Na+].[CH3:51]I. Given the product [F:44][C:43]([F:46])([F:45])[C:41]1[CH:40]=[C:5]([CH:4]=[C:3]([C:2]([F:47])([F:1])[F:48])[CH:42]=1)[CH2:6][N:7]([CH2:14][C:15]1[CH:20]=[C:19]([C:21]([F:22])([F:23])[F:24])[CH:18]=[CH:17][C:16]=1[CH:25]([O:39][CH3:51])[CH:26]1[CH2:31][CH2:30][N:29]([C:32]([O:34][C:35]([CH3:38])([CH3:37])[CH3:36])=[O:33])[CH2:28][CH2:27]1)[C:8]1[N:9]=[N:10][N:11]([CH3:13])[N:12]=1, predict the reactants needed to synthesize it. (6) Given the product [NH:19]1[C:20]2[C:25](=[CH:24][CH:23]=[CH:22][CH:21]=2)[C:17]([CH2:16][CH2:15][NH:14][C:8](=[O:10])/[CH:7]=[CH:6]/[C:5]2[CH:4]=[CH:3][C:2]([OH:1])=[CH:12][CH:11]=2)=[CH:18]1, predict the reactants needed to synthesize it. The reactants are: [OH:1][C:2]1[CH:12]=[CH:11][C:5]([CH:6]=[CH:7][C:8]([OH:10])=O)=[CH:4][CH:3]=1.Cl.[NH2:14][CH2:15][CH2:16][C:17]1[C:25]2[C:20](=[CH:21][CH:22]=[CH:23][CH:24]=2)[NH:19][CH:18]=1.C(Cl)CCl.C(OCC)(=O)C.